This data is from Full USPTO retrosynthesis dataset with 1.9M reactions from patents (1976-2016). The task is: Predict the reactants needed to synthesize the given product. (1) The reactants are: [CH3:1][CH:2]([CH3:18])[CH2:3][NH:4][CH:5]1[CH2:10][CH2:9][N:8]([C:11]([O:13][C:14]([CH3:17])([CH3:16])[CH3:15])=[O:12])[CH2:7][CH2:6]1.[Cl:19][C:20]1[CH:27]=[C:26]([S:28]([CH3:31])(=[O:30])=[O:29])[CH:25]=[CH:24][C:21]=1[CH:22]=O.C(O[BH-](OC(=O)C)OC(=O)C)(=O)C.[Na+]. Given the product [Cl:19][C:20]1[CH:27]=[C:26]([S:28]([CH3:31])(=[O:30])=[O:29])[CH:25]=[CH:24][C:21]=1[CH2:22][N:4]([CH2:3][CH:2]([CH3:18])[CH3:1])[CH:5]1[CH2:6][CH2:7][N:8]([C:11]([O:13][C:14]([CH3:15])([CH3:16])[CH3:17])=[O:12])[CH2:9][CH2:10]1, predict the reactants needed to synthesize it. (2) Given the product [NH:1]([Cl:79])[C@H:2]([C:8]([NH:10][C@H:11]([C:29]([N:31]1[CH2:70][CH2:69][CH2:68][C@H:32]1[C:33]([NH:35][C@H:36]([C:38]([NH:40][C@H:41]([C:58]([O:60][CH2:61][C:62]1[CH:67]=[CH:66][CH:65]=[CH:64][CH:63]=1)=[O:59])[CH2:42][CH2:43][CH2:44][CH2:45][NH:46][C:47]([O:49][CH2:50][C:51]1[CH:57]=[CH:56][CH:55]=[CH:54][C:52]=1[Cl:53])=[O:48])=[O:39])[CH3:37])=[O:34])=[O:30])[CH2:12][CH2:13][CH2:14][NH:15][C:16](=[NH:28])[NH:17][S:18]([C:21]1[CH:27]=[CH:26][C:24]([CH3:25])=[CH:23][CH:22]=1)(=[O:20])=[O:19])=[O:9])[CH2:3][CH2:4][C:5](=[O:7])[NH2:6], predict the reactants needed to synthesize it. The reactants are: [NH:1](C(OC(C)(C)C)=O)[C@H:2]([C:8]([NH:10][C@H:11]([C:29]([N:31]1[CH2:70][CH2:69][CH2:68][C@H:32]1[C:33]([NH:35][C@H:36]([C:38]([NH:40][C@H:41]([C:58]([O:60][CH2:61][C:62]1[CH:67]=[CH:66][CH:65]=[CH:64][CH:63]=1)=[O:59])[CH2:42][CH2:43][CH2:44][CH2:45][NH:46][C:47]([O:49][CH2:50][C:51]1[CH:57]=[CH:56][CH:55]=[CH:54][C:52]=1[Cl:53])=[O:48])=[O:39])[CH3:37])=[O:34])=[O:30])[CH2:12][CH2:13][CH2:14][NH:15][C:16](=[NH:28])[NH:17][S:18]([C:21]1[CH:27]=[CH:26][C:24]([CH3:25])=[CH:23][CH:22]=1)(=[O:20])=[O:19])=[O:9])[CH2:3][CH2:4][C:5](=[O:7])[NH2:6].C(Cl)(Cl)[Cl:79].CO.